Predict the reactants needed to synthesize the given product. From a dataset of Full USPTO retrosynthesis dataset with 1.9M reactions from patents (1976-2016). (1) Given the product [Si:1]([O:8][C:9]([CH:11]1[C:16]([CH3:18])([CH3:17])[S:15][CH2:14][CH2:13][N:12]1[S:41]([C:38]1[CH:39]=[CH:40][C:34]2[O:33][C:32]([C:29]3[CH:30]=[CH:31][C:19]([NH2:20])=[CH:27][CH:28]=3)=[CH:36][C:35]=2[CH:37]=1)(=[O:43])=[O:42])=[O:10])([C:4]([CH3:7])([CH3:5])[CH3:6])([CH3:3])[CH3:2], predict the reactants needed to synthesize it. The reactants are: [Si:1]([O:8][C:9]([CH:11]1[C:16]([CH3:18])([CH3:17])[S:15][CH2:14][CH2:13][NH:12]1)=[O:10])([C:4]([CH3:7])([CH3:6])[CH3:5])([CH3:3])[CH3:2].[CH3:19][N:20]1CCOCC1.N1[CH:31]=[CH:30][C:29]([C:32]2[O:33][C:34]3[CH:40]=[CH:39][C:38]([S:41](Cl)(=[O:43])=[O:42])=[CH:37][C:35]=3[CH:36]=2)=[CH:28][CH:27]=1.O. (2) The reactants are: [Cl:1][C:2]1[N:7]=[C:6]([NH:8][C:9]2[CH:14]=[CH:13][CH:12]=[C:11]([N+:15]([O-:17])=[O:16])[CH:10]=2)[C:5]([F:18])=[CH:4][N:3]=1.[CH3:19][C:20]([O:23][C:24](O[C:24]([O:23][C:20]([CH3:22])([CH3:21])[CH3:19])=[O:25])=[O:25])([CH3:22])[CH3:21].CCCCCC.C(OCC)(=O)C.O. Given the product [Cl:1][C:2]1[N:7]=[C:6]([N:8]([C:9]2[CH:14]=[CH:13][CH:12]=[C:11]([N+:15]([O-:17])=[O:16])[CH:10]=2)[C:24](=[O:25])[O:23][C:20]([CH3:22])([CH3:21])[CH3:19])[C:5]([F:18])=[CH:4][N:3]=1, predict the reactants needed to synthesize it. (3) Given the product [CH3:7][C:4]1[N:3]([C:8]2[C:9]([C:20]([O:22][CH3:23])=[O:21])=[N:10][C:11]([OH:18])=[C:12]([C:14]([F:15])([F:16])[F:17])[CH:13]=2)[C:2]([CH3:1])=[CH:6][CH:5]=1, predict the reactants needed to synthesize it. The reactants are: [CH3:1][C:2]1[N:3]([C:8]2[C:9]([C:20]([O:22][CH3:23])=[O:21])=[N:10][C:11]([O:18]C)=[C:12]([C:14]([F:17])([F:16])[F:15])[CH:13]=2)[C:4]([CH3:7])=[CH:5][CH:6]=1.[Si](Cl)(C)(C)C. (4) Given the product [C:30]([O:29][C:27]([NH:2][CH2:3][C:4]1[CH:9]=[CH:8][C:7]([O:10][S:11]([C:14]([F:15])([F:16])[F:17])(=[O:13])=[O:12])=[C:6]([O:18][CH3:19])[CH:5]=1)=[O:28])([CH3:33])([CH3:32])[CH3:31], predict the reactants needed to synthesize it. The reactants are: Cl.[NH2:2][CH2:3][C:4]1[CH:9]=[CH:8][C:7]([O:10][S:11]([C:14]([F:17])([F:16])[F:15])(=[O:13])=[O:12])=[C:6]([O:18][CH3:19])[CH:5]=1.C(N(CC)CC)C.[C:27](O[C:27]([O:29][C:30]([CH3:33])([CH3:32])[CH3:31])=[O:28])([O:29][C:30]([CH3:33])([CH3:32])[CH3:31])=[O:28].